This data is from Full USPTO retrosynthesis dataset with 1.9M reactions from patents (1976-2016). The task is: Predict the reactants needed to synthesize the given product. (1) Given the product [F:14][CH:15]([F:18])[CH2:16][N:1]1[CH2:5][CH2:4][C@@H:3]([NH:6][C:7](=[O:13])[O:8][C:9]([CH3:10])([CH3:12])[CH3:11])[CH2:2]1, predict the reactants needed to synthesize it. The reactants are: [NH:1]1[CH2:5][CH2:4][C@@H:3]([NH:6][C:7](=[O:13])[O:8][C:9]([CH3:12])([CH3:11])[CH3:10])[CH2:2]1.[F:14][CH:15]([F:18])[CH2:16]I.C(N(C(C)C)C(C)C)C. (2) Given the product [Cl:1][C:2]1[CH:3]=[C:4]([C:9]2([C:28]([F:30])([F:29])[F:31])[S:13][N:12]=[C:11]([C:14]3[CH:26]=[CH:25][C:17]([C:18]([OH:20])=[O:19])=[C:16]([CH3:27])[CH:15]=3)[CH2:10]2)[CH:5]=[C:6]([Cl:8])[CH:7]=1, predict the reactants needed to synthesize it. The reactants are: [Cl:1][C:2]1[CH:3]=[C:4]([C:9]2([C:28]([F:31])([F:30])[F:29])[S:13][N:12]=[C:11]([C:14]3[CH:26]=[CH:25][C:17]([C:18]([O:20]C(C)(C)C)=[O:19])=[C:16]([CH3:27])[CH:15]=3)[CH2:10]2)[CH:5]=[C:6]([Cl:8])[CH:7]=1.FC(F)(F)C(O)=O. (3) Given the product [Cl:1][C:2]1[C:3]([C:8]([N:13]2[CH:17]=[CH:16][N:15]=[CH:14]2)=[O:10])=[N:4][N:5]([CH3:7])[CH:6]=1, predict the reactants needed to synthesize it. The reactants are: [Cl:1][C:2]1[C:3]([C:8]([OH:10])=O)=[N:4][N:5]([CH3:7])[CH:6]=1.C([N:13]1[CH:17]=[CH:16][N:15]=[CH:14]1)([N:13]1[CH:17]=[CH:16][N:15]=[CH:14]1)=O. (4) Given the product [Cl:29][C:28]1[C:20]([Cl:19])=[CH:21][C:22]2[N:9]([CH2:36][C:37]3[CH:42]=[CH:41][C:40]([N:43]4[CH:47]=[CH:46][CH:45]=[N:44]4)=[CH:39][CH:38]=3)[C:24]([CH2:30][C:31]([F:32])([F:33])[F:34])=[N:25][C:26]=2[CH:27]=1, predict the reactants needed to synthesize it. The reactants are: [H-].[Na+].ClC1C2N=C(CC(F)(F)F)[N:9](Cl)C=2C=CC=1.[Cl:19][C:20]1[CH:21]=[C:22]2[C:26](=[CH:27][C:28]=1[Cl:29])[NH:25][C:24]([CH2:30][C:31]([F:34])([F:33])[F:32])=C2.Br[CH2:36][C:37]1[CH:42]=[CH:41][C:40]([N:43]2[CH:47]=[CH:46][CH:45]=[N:44]2)=[CH:39][CH:38]=1.[NH4+].[Cl-]. (5) Given the product [C:33]([O:32][C:30]([N:37]1[CH2:41][CH2:40][CH2:39][CH:38]1[C:42](=[O:43])[NH:2][CH:3]([C:26]([O:28][CH3:29])=[O:27])[CH2:4][C:5]1[CH:25]=[CH:24][C:8]([O:9][C:10]2[CH:23]=[CH:22][C:13]([CH:14]=[C:15]3[S:19][C:18](=[O:20])[NH:17][C:16]3=[O:21])=[CH:12][CH:11]=2)=[CH:7][CH:6]=1)=[O:31])([CH3:36])([CH3:35])[CH3:34], predict the reactants needed to synthesize it. The reactants are: Cl.[NH2:2][CH:3]([C:26]([O:28][CH3:29])=[O:27])[CH2:4][C:5]1[CH:25]=[CH:24][C:8]([O:9][C:10]2[CH:23]=[CH:22][C:13]([CH:14]=[C:15]3[S:19][C:18](=[O:20])[NH:17][C:16]3=[O:21])=[CH:12][CH:11]=2)=[CH:7][CH:6]=1.[C:30]([N:37]1[CH2:41][CH2:40][CH2:39][CH:38]1[C:42](O)=[O:43])([O:32][C:33]([CH3:36])([CH3:35])[CH3:34])=[O:31].C1(N=C=NC2CCCCC2)CCCCC1.O. (6) Given the product [CH3:20][O:19][C:10]1[CH:11]=[C:12]([CH:17]=[CH:18][C:9]=1[N:7]1[CH:21]=[N:6][C:2]([CH3:3])=[N:8]1)[C:13]([O:15][CH3:16])=[O:14], predict the reactants needed to synthesize it. The reactants are: I.[C:2](=[NH:6])(SC)[CH3:3].[NH:7]([C:9]1[CH:18]=[CH:17][C:12]([C:13]([O:15][CH3:16])=[O:14])=[CH:11][C:10]=1[O:19][CH3:20])[NH2:8].[CH3:21]O.